From a dataset of Reaction yield outcomes from USPTO patents with 853,638 reactions. Predict the reaction yield, written as a fraction of the theoretical maximum amount of product (1.0 means a 100% yield; for example, 0.34 means a 34% yield). (1) The product is [Br:1][C:2]1[CH:3]=[C:4]([NH:23][CH2:42][C:41]2[NH:40][CH:39]=[N:38][C:37]=2[C:31]2[CH:36]=[CH:35][CH:34]=[CH:33][CH:32]=2)[CH:5]=[C:6]2[C:11]=1[N:10]=[CH:9][C:8]([C:12]#[N:13])=[C:7]2[NH:14][C:15]1[CH:20]=[CH:19][C:18]([F:21])=[C:17]([Cl:22])[CH:16]=1. The catalyst is C1COCC1.CO. The reactants are [Br:1][C:2]1[CH:3]=[C:4]([NH:23]CC2C=CC=CN=2)[CH:5]=[C:6]2[C:11]=1[N:10]=[CH:9][C:8]([C:12]#[N:13])=[C:7]2[NH:14][C:15]1[CH:20]=[CH:19][C:18]([F:21])=[C:17]([Cl:22])[CH:16]=1.[C:31]1([C:37]2[N:38]=[CH:39][NH:40][C:41]=2[CH:42]=O)[CH:36]=[CH:35][CH:34]=[CH:33][CH:32]=1.[BH3-]C#N.[Na+].NC1C=C2C(=CC=1)N=CC=C2. The yield is 0.150. (2) The reactants are Br[C:2]1[C:7]([OH:8])=[C:6](Br)[C:5]([Br:10])=[C:4](Br)[C:3]=1[Br:12].[Al+3].[Cl-].[Cl-].[Cl-]. The catalyst is C1(C)C=CC=CC=1. The product is [Br:10][C:5]1[CH:6]=[C:7]([OH:8])[CH:2]=[C:3]([Br:12])[CH:4]=1. The yield is 0.450. (3) The reactants are O[C:2]1[CH:3]=[C:4]([CH:9]=[CH:10][C:11]=1[C:12](=[N:14][OH:15])[CH3:13])[C:5]([O:7][CH3:8])=[O:6].C1(P(C2C=CC=CC=2)C2C=CC=CC=2)C=CC=CC=1. The yield is 0.550. The catalyst is C1COCC1. The product is [CH3:13][C:12]1[C:11]2[CH:10]=[CH:9][C:4]([C:5]([O:7][CH3:8])=[O:6])=[CH:3][C:2]=2[O:15][N:14]=1. (4) The reactants are [I:1]N1C(=O)CCC1=O.[F:9][C:10]1[CH:11]=[C:12]([CH:16]=[CH:17][C:18]=1[CH3:19])[C:13]([OH:15])=[O:14]. The catalyst is FC(F)(F)S(O)(=O)=O. The product is [F:9][C:10]1[CH:11]=[C:12]([CH:16]=[C:17]([I:1])[C:18]=1[CH3:19])[C:13]([OH:15])=[O:14]. The yield is 0.590. (5) The reactants are [CH3:1][C:2]1[C:7]2[N:8]3[CH:13]=[C:12]([C:14](OCC)=[O:15])[N:11]=[C:9]3[S:10][C:6]=2[CH:5]=[CH:4][CH:3]=1.[H-].[H-].[H-].[H-].[Li+].[Al+3]. No catalyst specified. The product is [CH3:1][C:2]1[C:7]2[N:8]3[CH:13]=[C:12]([CH2:14][OH:15])[N:11]=[C:9]3[S:10][C:6]=2[CH:5]=[CH:4][CH:3]=1. The yield is 0.690. (6) The reactants are F[C:2]1[N:9]=[CH:8][CH:7]=[CH:6][C:3]=1[C:4]#[N:5].[CH3:10][CH:11]1[O:16][CH:15]([CH3:17])[CH2:14][NH:13][CH2:12]1. The catalyst is O1CCCC1. The product is [CH3:17][CH:15]1[O:16][CH:11]([CH3:10])[CH2:12][N:13]([C:2]2[N:9]=[CH:8][CH:7]=[CH:6][C:3]=2[C:4]#[N:5])[CH2:14]1. The yield is 0.400. (7) The reactants are [C:1]([O:9]CC)(=[O:8])[CH2:2][C:3](OCC)=O.[H-].[Na+].ClC[C:16]1[CH:17]=[N:18][O:19][C:20]=1[C:21]1[S:22][C:23]([Cl:26])=[CH:24][CH:25]=1.Cl. The catalyst is O1CCCC1. The product is [Cl:26][C:23]1[S:22][C:21]([C:20]2[O:19][N:18]=[CH:17][C:16]=2[CH2:3][CH2:2][C:1]([OH:9])=[O:8])=[CH:25][CH:24]=1. The yield is 0.670.